Dataset: Full USPTO retrosynthesis dataset with 1.9M reactions from patents (1976-2016). Task: Predict the reactants needed to synthesize the given product. (1) Given the product [OH:12][C:4]1[C:5]2[CH:11]=[CH:10][N:9]=[CH:8][C:6]=2[N:7]=[C:2]([O:13][C:14]2[CH:19]=[CH:18][C:17]([N:20]([CH3:32])[C:21]3[CH:26]=[CH:25][C:24]([CH:27]([CH3:31])[CH2:28][C:29]#[N:30])=[CH:23][CH:22]=3)=[CH:16][CH:15]=2)[N:3]=1, predict the reactants needed to synthesize it. The reactants are: Cl[C:2]1[N:3]=[C:4]([OH:12])[C:5]2[CH:11]=[CH:10][N:9]=[CH:8][C:6]=2[N:7]=1.[OH:13][C:14]1[CH:19]=[CH:18][C:17]([N:20]([CH3:32])[C:21]2[CH:26]=[CH:25][C:24]([CH:27]([CH3:31])[CH2:28][C:29]#[N:30])=[CH:23][CH:22]=2)=[CH:16][CH:15]=1. (2) Given the product [CH3:42][C:43]1[CH:44]=[C:45]([NH:54][C:55]2[N:60]=[C:59]([C:61]([F:62])([F:64])[F:63])[CH:58]=[CH:57][N:56]=2)[CH:46]=[C:47]([C:49]2[CH:50]=[N:51][N:52]([CH:19]([C:18]([CH3:22])=[CH2:17])[CH3:20])[CH:53]=2)[CH:48]=1, predict the reactants needed to synthesize it. The reactants are: N(/C(OC(C)(C)C)=O)=N\C(OC(C)(C)C)=O.[CH3:17][C:18](=[CH2:22])[CH:19](O)[CH3:20].C1(P(C2C=CC=CC=2)C2C=CC=CC=2)C=CC=CC=1.[CH3:42][C:43]1[CH:44]=[C:45]([NH:54][C:55]2[N:60]=[C:59]([C:61]([F:64])([F:63])[F:62])[CH:58]=[CH:57][N:56]=2)[CH:46]=[C:47]([C:49]2[CH:50]=[N:51][NH:52][CH:53]=2)[CH:48]=1. (3) Given the product [CH3:18][CH:6]1[CH:5]([N:4]2[CH2:3][CH2:2][O:1][C:24]2=[O:25])[CH2:10][CH2:9][N:8]([C:11]([O:13][C:14]([CH3:17])([CH3:16])[CH3:15])=[O:12])[CH2:7]1, predict the reactants needed to synthesize it. The reactants are: [OH:1][CH2:2][CH2:3][NH:4][CH:5]1[CH2:10][CH2:9][N:8]([C:11]([O:13][C:14]([CH3:17])([CH3:16])[CH3:15])=[O:12])[CH2:7][CH:6]1[CH3:18].C1N=CN([C:24](N2C=NC=C2)=[O:25])C=1.C(OCC)(=O)C. (4) The reactants are: [F:1][C:2]([F:8])([F:7])[S:3]([OH:6])(=[O:5])=[O:4].[CH:9]12[CH2:15][CH:12]([CH2:13][CH2:14]1)[CH2:11][CH:10]2[Si:16]([CH3:19])([CH3:18])Cl. Given the product [F:1][C:2]([F:8])([F:7])[S:3]([O:6][Si:16]([CH:10]1[CH2:11][CH:12]2[CH2:15][CH:9]1[CH2:14][CH2:13]2)([CH3:19])[CH3:18])(=[O:5])=[O:4], predict the reactants needed to synthesize it.